Dataset: Reaction yield outcomes from USPTO patents with 853,638 reactions. Task: Predict the reaction yield, written as a fraction of the theoretical maximum amount of product (1.0 means a 100% yield; for example, 0.34 means a 34% yield). (1) The reactants are [CH:1]1([N:7]([CH:18]2[CH2:23][CH2:22][CH2:21][CH2:20][CH2:19]2)[C:8]([NH:10][C:11]2[S:12][C:13]([CH:16]=O)=[CH:14][N:15]=2)=[O:9])[CH2:6][CH2:5][CH2:4][CH2:3][CH2:2]1.C(O)(=O)C.[CH2:28]([O:30][C:31](=[O:40])[CH2:32][C:33]1[CH:38]=[CH:37][C:36]([NH2:39])=[CH:35][CH:34]=1)[CH3:29].C(O[BH-](OC(=O)C)OC(=O)C)(=O)C.[Na+]. No catalyst specified. The product is [CH2:28]([O:30][C:31](=[O:40])[CH2:32][C:33]1[CH:34]=[CH:35][C:36]([NH:39][CH2:16][C:13]2[S:12][C:11]([NH:10][C:8]([N:7]([CH:1]3[CH2:6][CH2:5][CH2:4][CH2:3][CH2:2]3)[CH:18]3[CH2:19][CH2:20][CH2:21][CH2:22][CH2:23]3)=[O:9])=[N:15][CH:14]=2)=[CH:37][CH:38]=1)[CH3:29]. The yield is 0.300. (2) The reactants are [H-].[Na+].[OH:3][C:4]1[CH:5]=[N:6][CH:7]=[CH:8][CH:9]=1.Br[CH2:11][C:12]([O:14][C:15]([CH3:18])([CH3:17])[CH3:16])=[O:13].O. The catalyst is CN(C=O)C. The product is [N:6]1[CH:7]=[CH:8][CH:9]=[C:4]([O:3][CH2:11][C:12]([O:14][C:15]([CH3:18])([CH3:17])[CH3:16])=[O:13])[CH:5]=1. The yield is 0.325. (3) The yield is 0.720. The catalyst is CC(N(C)C)=O. The reactants are Cl[C:2]1[N:7]=[CH:6][C:5]([CH:8]=[O:9])=[CH:4][CH:3]=1.[Br:10][C:11]1[CH:12]=[C:13]([CH:16]=[CH:17][C:18]=1[OH:19])[C:14]#[N:15].C(=O)([O-])[O-].[K+].[K+].O. The product is [Br:10][C:11]1[CH:12]=[C:13]([CH:16]=[CH:17][C:18]=1[O:19][C:2]1[CH:3]=[CH:4][C:5]([CH:8]=[O:9])=[CH:6][N:7]=1)[C:14]#[N:15].